Dataset: Peptide-MHC class I binding affinity with 185,985 pairs from IEDB/IMGT. Task: Regression. Given a peptide amino acid sequence and an MHC pseudo amino acid sequence, predict their binding affinity value. This is MHC class I binding data. The peptide sequence is ELAPIRVNA. The MHC is HLA-B53:01 with pseudo-sequence HLA-B53:01. The binding affinity (normalized) is 0.213.